Dataset: Forward reaction prediction with 1.9M reactions from USPTO patents (1976-2016). Task: Predict the product of the given reaction. Given the reactants [CH2:1]1[C:9]2[C:8]3[CH:10]=[CH:11][CH:12]=[CH:13][C:7]=3[O:6][C:5]=2[CH2:4][CH2:3][CH:2]1[NH2:14].[C:15](Cl)(=[O:20])[CH2:16][CH:17]([CH3:19])[CH3:18].C(N(CC)CC)C, predict the reaction product. The product is: [CH3:18][CH:17]([CH3:19])[CH2:16][C:15]([NH:14][C:2]1[CH:3]=[CH:4][C:5]2[O:6][C:7]3[CH2:13][CH2:12][CH2:11][CH2:10][C:8]=3[C:9]=2[CH:1]=1)=[O:20].